This data is from Forward reaction prediction with 1.9M reactions from USPTO patents (1976-2016). The task is: Predict the product of the given reaction. (1) Given the reactants [F:1][C:2]([F:34])([F:33])[C:3]1[CH:4]=[C:5]([CH:26]=[C:27]([C:29]([F:32])([F:31])[F:30])[CH:28]=1)[CH2:6][N:7]([CH2:14][C:15]1[C:16](Cl)=[N:17][CH:18]=[C:19]([C:21]([F:24])([F:23])[F:22])[CH:20]=1)[C:8]1[N:9]=[N:10][N:11]([CH3:13])[N:12]=1.[C-]#N.C1(P(CCCC)C2C=CC=CC=2)C=CC=CC=1.[CH3:54][N:55](C)CCN(C)C, predict the reaction product. The product is: [F:1][C:2]([F:34])([F:33])[C:3]1[CH:4]=[C:5]([CH:26]=[C:27]([C:29]([F:32])([F:31])[F:30])[CH:28]=1)[CH2:6][N:7]([CH2:14][C:15]1[C:16]([C:54]#[N:55])=[N:17][CH:18]=[C:19]([C:21]([F:24])([F:23])[F:22])[CH:20]=1)[C:8]1[N:9]=[N:10][N:11]([CH3:13])[N:12]=1. (2) Given the reactants C[N:2]([CH3:19])[CH2:3][CH2:4][N:5]1[CH2:11][CH2:10][CH2:9][C:8]2[NH:12][C:13]([CH:16]=O)=[C:14]([CH3:15])[C:7]=2[C:6]1=[O:18].[OH:20][CH2:21][C:22]([NH:24][C:25]1[CH:26]=[C:27]2[C:31](=[CH:32][CH:33]=1)[NH:30][C:29](=[O:34])[CH2:28]2)=[O:23], predict the reaction product. The product is: [OH:20][CH2:21][C:22]([NH:24][C:25]1[CH:26]=[C:27]2[C:31](=[CH:32][CH:33]=1)[NH:30][C:29](=[O:34])/[C:28]/2=[CH:16]\[C:13]1[NH:12][C:8]2[CH2:9][CH2:10][CH2:11][N:5]([CH2:4][CH2:3][NH:2][CH3:19])[C:6](=[O:18])[C:7]=2[C:14]=1[CH3:15])=[O:23]. (3) Given the reactants [F:1][C:2]1[CH:7]=[CH:6][C:5]([N:8]2[C:12]([C:13]3[N:14]=[CH:15][N:16]([C:18]4[CH:26]=[CH:25][C:21]([C:22](O)=[O:23])=[CH:20][N:19]=4)[CH:17]=3)=[C:11]([CH3:27])[N:10]=[N:9]2)=[CH:4][CH:3]=1.C1N=C[N:30](C(N2C=NC=C2)=O)C=1.[OH-].[NH4+], predict the reaction product. The product is: [F:1][C:2]1[CH:7]=[CH:6][C:5]([N:8]2[C:12]([C:13]3[N:14]=[CH:15][N:16]([C:18]4[CH:26]=[CH:25][C:21]([C:22]([NH2:30])=[O:23])=[CH:20][N:19]=4)[CH:17]=3)=[C:11]([CH3:27])[N:10]=[N:9]2)=[CH:4][CH:3]=1.